From a dataset of Peptide-MHC class I binding affinity with 185,985 pairs from IEDB/IMGT. Regression. Given a peptide amino acid sequence and an MHC pseudo amino acid sequence, predict their binding affinity value. This is MHC class I binding data. The peptide sequence is VKPKGKVVDL. The MHC is HLA-B08:01 with pseudo-sequence HLA-B08:01. The binding affinity (normalized) is 0.291.